This data is from Reaction yield outcomes from USPTO patents with 853,638 reactions. The task is: Predict the reaction yield, written as a fraction of the theoretical maximum amount of product (1.0 means a 100% yield; for example, 0.34 means a 34% yield). (1) The yield is 0.604. The product is [F:1][C:2]1[C:11]2[CH2:10][N:9]([C@H:12]([CH:20]([CH3:21])[CH3:22])[C:13]([O:15][C:16]([CH3:19])([CH3:18])[CH3:17])=[O:14])[C:8](=[O:23])[C:7]3=[CH:24][NH:25][C:5]([C:6]=23)=[N:4][CH:3]=1. The catalyst is CO. The reactants are [F:1][C:2]1[C:11]2[CH2:10][N:9]([C@H:12]([CH:20]([CH3:22])[CH3:21])[C:13]([O:15][C:16]([CH3:19])([CH3:18])[CH3:17])=[O:14])[C:8](=[O:23])[C:7]3=[CH:24][N:25](S(C4C=CC(C)=CC=4)(=O)=O)[C:5]([C:6]=23)=[N:4][CH:3]=1.[OH-].[Na+]. (2) The yield is 0.560. The catalyst is O1CCCC1. The product is [Br:1][C:2]1[CH:3]=[C:4]2[C:10]([CH3:12])([CH3:11])[CH2:9][N:8]([C:28]([O:27][C:23]([CH3:26])([CH3:25])[CH3:24])=[O:29])[C:5]2=[N:6][CH:7]=1. The reactants are [Br:1][C:2]1[CH:3]=[C:4]2[C:10]([CH3:12])([CH3:11])[CH2:9][NH:8][C:5]2=[N:6][CH:7]=1.C[Si]([N-][Si](C)(C)C)(C)C.[Li+].[C:23]([O:27][C:28](O[C:28]([O:27][C:23]([CH3:26])([CH3:25])[CH3:24])=[O:29])=[O:29])([CH3:26])([CH3:25])[CH3:24]. (3) The yield is 0.850. The catalyst is C1COCC1. The reactants are [CH:1]([C@H:3]1[CH2:7][O:6][C:5]([CH3:9])([CH3:8])[N:4]1[C:10]([O:12][C:13]([CH3:16])([CH3:15])[CH3:14])=[O:11])=[O:2].[CH:17]1([Mg]Br)[CH2:19][CH2:18]1. The product is [CH:17]1([CH:1]([OH:2])[C@H:3]2[CH2:7][O:6][C:5]([CH3:9])([CH3:8])[N:4]2[C:10]([O:12][C:13]([CH3:16])([CH3:15])[CH3:14])=[O:11])[CH2:19][CH2:18]1. (4) The reactants are Cl[C:2]1[CH:3]=[C:4]([C:22]2[N:27]=[C:26]([C:28]3[CH:33]=[CH:32][CH:31]=[CH:30][CH:29]=3)[N:25]=[C:24]([C:34]3[CH:39]=[CH:38][CH:37]=[CH:36][CH:35]=3)[N:23]=2)[CH:5]=[C:6]([C:8]2[C:9]3[C:14]([C:15]4[CH:16]=[CH:17][CH:18]=[CH:19][C:20]=4[CH:21]=2)=[CH:13][CH:12]=[CH:11][CH:10]=3)[CH:7]=1.[CH3:55][C:50]1([CH3:56])[C:51]([CH3:54])([CH3:53])[O:52][B:48]([B:48]2[O:52][C:51]([CH3:54])([CH3:53])[C:50]([CH3:56])([CH3:55])[O:49]2)[O:49]1.C1(P(C2CCCCC2)C2C=CC=CC=2C2C(C(C)C)=CC(C(C)C)=CC=2C(C)C)CCCCC1.C([O-])(=O)C.[K+]. The catalyst is O1CCOCC1.C([O-])(=O)C.[Pd+2].C([O-])(=O)C.CCCCCC. The product is [C:28]1([C:26]2[N:25]=[C:24]([C:34]3[CH:39]=[CH:38][CH:37]=[CH:36][CH:35]=3)[N:23]=[C:22]([C:4]3[CH:5]=[C:6]([C:8]4[C:9]5[C:14]([C:15]6[CH:16]=[CH:17][CH:18]=[CH:19][C:20]=6[CH:21]=4)=[CH:13][CH:12]=[CH:11][CH:10]=5)[CH:7]=[C:2]([B:48]4[O:49][C:50]([CH3:55])([CH3:56])[C:51]([CH3:53])([CH3:54])[O:52]4)[CH:3]=3)[N:27]=2)[CH:29]=[CH:30][CH:31]=[CH:32][CH:33]=1. The yield is 0.990. (5) The product is [F:21][C:22]1[CH:29]=[CH:28][CH:27]=[CH:26][C:23]=1[CH2:24][O:1][C:2]1[CH:3]=[C:4]([CH:7]=[C:8]([OH:10])[CH:9]=1)[CH:5]=[O:6]. The reactants are [OH:1][C:2]1[CH:3]=[C:4]([CH:7]=[C:8]([OH:10])[CH:9]=1)[CH:5]=[O:6].CN(C=O)C.CC(C)([O-])C.[F:21][C:22]1[CH:29]=[CH:28][CH:27]=[CH:26][C:23]=1[CH2:24]Br. The yield is 0.744. The catalyst is C(=O)=O.CC(C)=O.C(O)(C)(C)C. (6) The reactants are [C:1]([N:5]([CH3:16])[S:6]([C:9]1[CH:10]=[N:11][C:12](Cl)=[CH:13][CH:14]=1)(=[O:8])=[O:7])([CH3:4])([CH3:3])[CH3:2].O.[NH2:18][NH2:19]. No catalyst specified. The product is [C:1]([N:5]([CH3:16])[S:6]([C:9]1[CH:10]=[N:11][C:12]([NH:18][NH2:19])=[CH:13][CH:14]=1)(=[O:8])=[O:7])([CH3:4])([CH3:3])[CH3:2]. The yield is 0.840. (7) The reactants are [O:1]1[CH2:6][CH2:5][CH:4]([C:7]([C:9]2[CH:18]=[CH:17][C:12]([C:13]([O:15][CH3:16])=[O:14])=[CH:11][CH:10]=2)=O)[CH2:3][CH2:2]1.[F:19][C:20]([F:34])([F:33])[C:21]1[CH:22]=[N:23][N:24]([C:26]2[N:31]=[CH:30][C:29]([NH2:32])=[CH:28][CH:27]=2)[CH:25]=1.[B][B][B][B][B][B][B][B][B][B]. The catalyst is CO. The product is [O:1]1[CH2:6][CH2:5][CH:4]([CH:7]([NH:32][C:29]2[CH:30]=[N:31][C:26]([N:24]3[CH:25]=[C:21]([C:20]([F:34])([F:33])[F:19])[CH:22]=[N:23]3)=[CH:27][CH:28]=2)[C:9]2[CH:18]=[CH:17][C:12]([C:13]([O:15][CH3:16])=[O:14])=[CH:11][CH:10]=2)[CH2:3][CH2:2]1. The yield is 0.780.